From a dataset of Full USPTO retrosynthesis dataset with 1.9M reactions from patents (1976-2016). Predict the reactants needed to synthesize the given product. (1) Given the product [CH3:11][N:9]1[CH2:10][C:5]2[C:4]([N:12]3[CH2:17][CH2:16][O:15][CH2:14][C@@H:13]3[CH3:18])=[N:3][C:2]([C:32]3[CH:33]=[CH:34][C:29]([NH:28][C:26]([NH:25][C:22]4[CH:21]=[C:20]([CH3:19])[O:24][N:23]=4)=[O:27])=[CH:30][CH:31]=3)=[N:7][C:6]=2[CH2:8]1, predict the reactants needed to synthesize it. The reactants are: Cl[C:2]1[N:3]=[C:4]([N:12]2[CH2:17][CH2:16][O:15][CH2:14][C@@H:13]2[CH3:18])[C:5]2[CH2:10][N:9]([CH3:11])[CH2:8][C:6]=2[N:7]=1.[CH3:19][C:20]1[O:24][N:23]=[C:22]([NH:25][C:26]([NH:28][C:29]2[CH:34]=[CH:33][C:32](B3OC(C)(C)C(C)(C)O3)=[CH:31][CH:30]=2)=[O:27])[CH:21]=1. (2) Given the product [CH3:39][N:41]1[CH2:45][CH2:44][CH2:43][CH2:42]1.[NH2:1][C@H:2]([C:15]([N:17]([CH2:19][C:20]([NH:22][C@H:23]([C:27]([NH:29][C@H:30]([C:39]([NH:41][C@@H:42]([C:52]([NH2:54])=[O:53])[CH2:43][CH2:44][C:45](=[O:51])[O:46][C:47]([CH3:50])([CH3:49])[CH3:48])=[O:40])[CH2:31][C:32](=[O:38])[O:33][C:34]([CH3:35])([CH3:36])[CH3:37])=[O:28])[C@@H:24]([CH3:26])[OH:25])=[O:21])[CH3:18])=[O:16])[CH2:3][CH2:4][CH2:5][NH:6][NH:7][C:8]([O:10][C:11]([CH3:13])([CH3:14])[CH3:12])=[O:9], predict the reactants needed to synthesize it. The reactants are: [NH2:1][C@H:2]([C:15]([N:17]([CH2:19][C:20]([NH:22][C@H:23]([C:27]([NH:29][C@H:30]([C:39]([NH:41][C@@H:42]([C:52]([NH:54]C(OCC1C2C(=CC=CC=2)C2C1=CC=CC=2)=O)=[O:53])[CH2:43][CH2:44][C:45](=[O:51])[O:46][C:47]([CH3:50])([CH3:49])[CH3:48])=[O:40])[CH2:31][C:32](=[O:38])[O:33][C:34]([CH3:37])([CH3:36])[CH3:35])=[O:28])[C@@H:24]([CH3:26])[OH:25])=[O:21])[CH3:18])=[O:16])[CH2:3][CH2:4][CH2:5][NH:6][NH:7][C:8]([O:10][C:11]([CH3:14])([CH3:13])[CH3:12])=[O:9]. (3) Given the product [F:1][C:2]([F:10])([F:11])[C:3]1[CH:4]=[CH:5][C:6]([O:9][C:13]2[CH:20]=[CH:19][C:16]([CH:17]=[O:18])=[CH:15][CH:14]=2)=[CH:7][CH:8]=1, predict the reactants needed to synthesize it. The reactants are: [F:1][C:2]([F:11])([F:10])[C:3]1[CH:8]=[CH:7][C:6]([OH:9])=[CH:5][CH:4]=1.F[C:13]1[CH:20]=[CH:19][C:16]([CH:17]=[O:18])=[CH:15][CH:14]=1.C(=O)([O-])[O-].[K+].[K+]. (4) Given the product [Cl:1][C:2]1[CH:3]=[C:4]([C:10]2[CH:14]=[CH:13][N:12]([CH2:15][C@@H:16]([NH:18][C:19]([C:21]3[N:22]=[C:23]([C:26]4[CH:27]=[CH:28][NH:29][N:30]=4)[O:24][CH:25]=3)=[O:20])[CH3:17])[N:11]=2)[CH:5]=[CH:6][C:7]=1[C:8]#[N:9], predict the reactants needed to synthesize it. The reactants are: [Cl:1][C:2]1[CH:3]=[C:4]([C:10]2[CH:14]=[CH:13][N:12]([CH2:15][C@@H:16]([NH:18][C:19]([C:21]3[N:22]=[C:23]([C:26]4[N:30](C5CCCCO5)[N:29]=[CH:28][CH:27]=4)[O:24][CH:25]=3)=[O:20])[CH3:17])[N:11]=2)[CH:5]=[CH:6][C:7]=1[C:8]#[N:9].Cl.CCO. (5) Given the product [Cl:15][C:10]1[CH:11]=[CH:12][CH:13]=[CH:14][C:9]=1[C:8]1[O:7][C:6]([C:16]2[C:21]([CH3:22])=[CH:20][N:19]=[C:18]([NH:23][C:24](=[O:26])[CH3:25])[CH:17]=2)=[N:5][C:4]=1[C:1]1[CH:2]=[CH:30][NH:28][N:36]=1, predict the reactants needed to synthesize it. The reactants are: [C:1]([C:4]1[N:5]=[C:6]([C:16]2[C:21]([CH3:22])=[CH:20][N:19]=[C:18]([NH:23][C:24](=[O:26])[CH3:25])[CH:17]=2)[O:7][C:8]=1[C:9]1[CH:14]=[CH:13][CH:12]=[CH:11][C:10]=1[Cl:15])(=O)[CH3:2].C[N:28]([CH:30](OC)OC)C.O.[NH2:36]N. (6) Given the product [O:20]1[CH:18]([CH2:16][N:8]([CH2:1][C:2]2[CH:7]=[CH:6][CH:5]=[CH:4][CH:3]=2)[CH2:9][C:10]2[CH:15]=[CH:14][CH:13]=[CH:12][CH:11]=2)[CH2:19]1, predict the reactants needed to synthesize it. The reactants are: [CH2:1]([NH:8][CH2:9][C:10]1[CH:15]=[CH:14][CH:13]=[CH:12][CH:11]=1)[C:2]1[CH:7]=[CH:6][CH:5]=[CH:4][CH:3]=1.[CH2:16]([CH:18]1[O:20][CH2:19]1)Cl.[OH-].[Na+].